From a dataset of Reaction yield outcomes from USPTO patents with 853,638 reactions. Predict the reaction yield, written as a fraction of the theoretical maximum amount of product (1.0 means a 100% yield; for example, 0.34 means a 34% yield). (1) The reactants are COC1C=CC([CH2:7][N:8](C)[C:9]2[CH:18]=[C:17]3[C:12]([CH:13]=[C:14]([C:22]4[C:23]([F:40])=[CH:24][C:25]([F:39])=[C:26]([NH:28][C:29]([NH:31][C:32]5[CH:37]=[CH:36][CH:35]=[C:34]([F:38])[CH:33]=5)=[O:30])[CH:27]=4)[C:15](=[O:21])[N:16]3[CH2:19][CH3:20])=[CH:11][N:10]=2)=CC=1.C([O-])(O)=O.[Na+]. The catalyst is C(O)(C(F)(F)F)=O. The product is [CH2:19]([N:16]1[C:17]2[C:12](=[CH:11][N:10]=[C:9]([NH:8][CH3:7])[CH:18]=2)[CH:13]=[C:14]([C:22]2[C:23]([F:40])=[CH:24][C:25]([F:39])=[C:26]([NH:28][C:29]([NH:31][C:32]3[CH:37]=[CH:36][CH:35]=[C:34]([F:38])[CH:33]=3)=[O:30])[CH:27]=2)[C:15]1=[O:21])[CH3:20]. The yield is 0.500. (2) The reactants are [N+:1]([C:4]1[CH:13]=[CH:12][CH:11]=[C:10]2[C:5]=1[CH:6]=[CH:7][CH:8]=[C:9]2[C:14]([OH:16])=O)([O-:3])=[O:2].[C:17]([C:21]1[CH:28]=[CH:27][C:24]([CH2:25][NH2:26])=[CH:23][CH:22]=1)([CH3:20])([CH3:19])[CH3:18]. No catalyst specified. The product is [C:17]([C:21]1[CH:22]=[CH:23][C:24]([CH2:25][NH:26][C:14]([C:9]2[C:10]3[C:5](=[C:4]([N+:1]([O-:3])=[O:2])[CH:13]=[CH:12][CH:11]=3)[CH:6]=[CH:7][CH:8]=2)=[O:16])=[CH:27][CH:28]=1)([CH3:20])([CH3:18])[CH3:19]. The yield is 0.426. (3) The reactants are [H-].[Na+].[Cl:3][C:4]1[C:5]([CH:16]=[O:17])=[CH:6][NH:7][C:8]=1[C:9]1[CH:14]=[CH:13][CH:12]=[CH:11][C:10]=1[F:15].C1OCCOCCOCCOCCOC1.Cl.[N:34]1[CH:39]=[CH:38][CH:37]=[C:36]([S:40](Cl)(=[O:42])=[O:41])[CH:35]=1. The catalyst is O1CCCC1.O. The product is [Cl:3][C:4]1[C:5]([CH:16]=[O:17])=[CH:6][N:7]([S:40]([C:36]2[CH:35]=[N:34][CH:39]=[CH:38][CH:37]=2)(=[O:42])=[O:41])[C:8]=1[C:9]1[CH:14]=[CH:13][CH:12]=[CH:11][C:10]=1[F:15]. The yield is 0.780. (4) The reactants are Cl[C:2]1[C:3]2[CH:20]=[CH:19][C:18](=[O:21])[N:17]([C:22]3[C:27]([F:28])=[CH:26][CH:25]=[CH:24][C:23]=3[F:29])[C:4]=2[N:5]=[C:6]([NH:8][CH2:9][CH2:10][CH2:11][N:12]([CH2:15][CH3:16])[CH2:13][CH3:14])[N:7]=1.CC1(C)C(C)(C)OB([C:38]2[CH:46]=[CH:45][C:41]([C:42]([OH:44])=[O:43])=[CH:40][CH:39]=2)O1.C(=O)([O-])[O-].[K+].[K+]. The catalyst is O1CCOCC1.O.C1C=CC([P]([Pd]([P](C2C=CC=CC=2)(C2C=CC=CC=2)C2C=CC=CC=2)([P](C2C=CC=CC=2)(C2C=CC=CC=2)C2C=CC=CC=2)[P](C2C=CC=CC=2)(C2C=CC=CC=2)C2C=CC=CC=2)(C2C=CC=CC=2)C2C=CC=CC=2)=CC=1. The product is [CH2:13]([N:12]([CH2:15][CH3:16])[CH2:11][CH2:10][CH2:9][NH:8][C:6]1[N:7]=[C:2]([C:38]2[CH:46]=[CH:45][C:41]([C:42]([OH:44])=[O:43])=[CH:40][CH:39]=2)[C:3]2[CH:20]=[CH:19][C:18](=[O:21])[N:17]([C:22]3[C:27]([F:28])=[CH:26][CH:25]=[CH:24][C:23]=3[F:29])[C:4]=2[N:5]=1)[CH3:14]. The yield is 0.720. (5) The reactants are [OH-:1].[Na+].[CH2:3]([SH:7])[C:4](O)=O.[CH3:8][O:9][C:10]1[CH:17]=[CH:16][C:13]([CH2:14]Cl)=[CH:12][C:11]=1[N+:18]([O-:20])=[O:19].Cl. The catalyst is CO. The product is [CH3:8][O:9][C:10]1[CH:17]=[CH:16][C:13]([CH2:14][CH2:4][C:3]([OH:1])=[S:7])=[CH:12][C:11]=1[N+:18]([O-:20])=[O:19]. The yield is 0.950.